This data is from Full USPTO retrosynthesis dataset with 1.9M reactions from patents (1976-2016). The task is: Predict the reactants needed to synthesize the given product. (1) Given the product [NH:44]1[C:45]2[C:50](=[CH:49][CH:48]=[CH:47][CH:46]=2)[C:42]([C:5]2[N:4]=[C:3]3[C:8]([N:9]=[C:10]([CH2:11][N:12]4[CH2:17][CH2:16][CH:15]([C:18]([OH:21])([CH3:20])[CH3:19])[CH2:14][CH2:13]4)[N:2]3[CH3:1])=[C:7]([N:22]3[CH2:23][CH2:24][O:25][CH2:26][CH2:27]3)[N:6]=2)=[N:43]1, predict the reactants needed to synthesize it. The reactants are: [CH3:1][N:2]1[C:10]([CH2:11][N:12]2[CH2:17][CH2:16][CH:15]([C:18]([OH:21])([CH3:20])[CH3:19])[CH2:14][CH2:13]2)=[N:9][C:8]2[C:3]1=[N:4][C:5]([Sn](CCCC)(CCCC)CCCC)=[N:6][C:7]=2[N:22]1[CH2:27][CH2:26][O:25][CH2:24][CH2:23]1.I[C:42]1[C:50]2[C:45](=[CH:46][CH:47]=[CH:48][CH:49]=2)[NH:44][N:43]=1. (2) Given the product [CH3:6][O:7][C:8](=[O:23])[C:9]1[CH:10]=[C:11]([CH2:19][CH2:20][CH:21]=[O:22])[C:12]([O:17][CH3:18])=[C:13]([O:15][CH3:16])[CH:14]=1, predict the reactants needed to synthesize it. The reactants are: [Cl-].CS(C)=O.[CH3:6][O:7][C:8](=[O:23])[C:9]1[CH:14]=[C:13]([O:15][CH3:16])[C:12]([O:17][CH3:18])=[C:11]([CH2:19][CH2:20][CH2:21][OH:22])[CH:10]=1.C(N(CC)CC)C. (3) The reactants are: [NH:1]1[CH2:6][CH2:5][CH:4]([C:7]([O:9][CH2:10][C:11]2[CH:16]=[CH:15][CH:14]=[CH:13][CH:12]=2)=[O:8])[CH2:3][CH2:2]1.CCN(C(C)C)C(C)C.Cl[S:27]([CH2:30][C:31]([O:33][CH2:34][CH3:35])=[O:32])(=[O:29])=[O:28]. Given the product [CH2:34]([O:33][C:31](=[O:32])[CH2:30][S:27]([N:1]1[CH2:2][CH2:3][CH:4]([C:7]([O:9][CH2:10][C:11]2[CH:12]=[CH:13][CH:14]=[CH:15][CH:16]=2)=[O:8])[CH2:5][CH2:6]1)(=[O:29])=[O:28])[CH3:35], predict the reactants needed to synthesize it. (4) Given the product [CH3:17][C:14]1[N:13]=[CH:12][C:11]([C:4]2[CH:3]=[C:2]([O:18][CH2:19][C:20]3[N:25]=[CH:24][C:23]([C:26]#[N:27])=[CH:22][CH:21]=3)[N:7]=[C:6]3[CH2:8][CH2:9][CH2:10][C:5]=23)=[CH:16][N:15]=1, predict the reactants needed to synthesize it. The reactants are: Cl[C:2]1[N:7]=[C:6]2[CH2:8][CH2:9][CH2:10][C:5]2=[C:4]([C:11]2[CH:12]=[N:13][C:14]([CH3:17])=[N:15][CH:16]=2)[CH:3]=1.[OH:18][CH2:19][C:20]1[N:25]=[CH:24][C:23]([C:26]#[N:27])=[CH:22][CH:21]=1.C(=O)([O-])[O-].[Cs+].[Cs+].C(Cl)(Cl)Cl. (5) Given the product [CH:18]1([C:16]([NH:15][C:13]2[N:14]=[C:9]3[CH:8]=[CH:7][C:6]([O:5][C:4]4[CH:3]=[C:2]([NH:1][C:30](=[O:31])[C:29]5[CH:33]=[CH:34][CH:35]=[C:27]([C:26]([F:25])([F:36])[F:37])[CH:28]=5)[CH:23]=[CH:22][C:21]=4[CH3:24])=[CH:11][N:10]3[N:12]=2)=[O:17])[CH2:20][CH2:19]1, predict the reactants needed to synthesize it. The reactants are: [NH2:1][C:2]1[CH:3]=[C:4]([C:21]([CH3:24])=[CH:22][CH:23]=1)[O:5][C:6]1[CH:7]=[CH:8][C:9]2[N:10]([N:12]=[C:13]([NH:15][C:16]([CH:18]3[CH2:20][CH2:19]3)=[O:17])[N:14]=2)[CH:11]=1.[F:25][C:26]([F:37])([F:36])[C:27]1[CH:28]=[C:29]([CH:33]=[CH:34][CH:35]=1)[C:30](Cl)=[O:31]. (6) The reactants are: [Cl-].[Br:2][C:3]1[CH:4]=[CH:5][C:6]([CH:21]2[CH2:23][CH2:22]2)=[C:7]([CH:9]2[C:11]3([C:15](=[O:16])[C:14]([CH3:18])([CH3:17])[O:13][C:12]3([CH3:20])[CH3:19])[O:10]2)[CH:8]=1. Given the product [Br:2][C:3]1[CH:4]=[CH:5][C:6]([CH:21]2[CH2:22][CH2:23]2)=[C:7]([CH:9]2[C:15](=[O:16])[C:14]([CH3:17])([CH3:18])[O:13][C:12]([CH3:19])([CH3:20])[C:11]2=[O:10])[CH:8]=1, predict the reactants needed to synthesize it. (7) Given the product [F:1][C:2]1[CH:7]=[CH:6][C:5]([CH:8]([C:12]2[CH:13]=[CH:14][C:15]([F:18])=[CH:16][CH:17]=2)[CH2:9][CH2:10][NH2:11])=[CH:4][CH:3]=1, predict the reactants needed to synthesize it. The reactants are: [F:1][C:2]1[CH:7]=[CH:6][C:5]([CH:8]([C:12]2[CH:17]=[CH:16][C:15]([F:18])=[CH:14][CH:13]=2)[CH2:9][C:10]#[N:11])=[CH:4][CH:3]=1.[H-].[H-].[H-].[H-].[Li+].[Al+3].C(=O)(O)[O-].[Na+].S([O-])([O-])(=O)=O.[Mg+2]. (8) Given the product [CH3:19][N:14]1[C:15]2[C:11](=[C:10]([C:6]3[CH:5]=[C:4]4[C:9](=[CH:8][CH:7]=3)[N:1]([C:29](=[O:30])[CH2:28][C:24]3[CH:25]=[CH:26][CH:27]=[C:22]([CH3:21])[CH:23]=3)[CH2:2][CH2:3]4)[CH:18]=[CH:17][CH:16]=2)[C:12]([NH2:20])=[N:13]1, predict the reactants needed to synthesize it. The reactants are: [NH:1]1[C:9]2[C:4](=[CH:5][C:6]([C:10]3[CH:18]=[CH:17][CH:16]=[C:15]4[C:11]=3[C:12]([NH2:20])=[N:13][N:14]4[CH3:19])=[CH:7][CH:8]=2)[CH2:3][CH2:2]1.[CH3:21][C:22]1[CH:23]=[C:24]([CH2:28][C:29](O)=[O:30])[CH:25]=[CH:26][CH:27]=1.CCN(C(C)C)C(C)C.CN(C(ON1N=NC2C=CC=NC1=2)=[N+](C)C)C.F[P-](F)(F)(F)(F)F. (9) Given the product [C:6]([C:5]1[CH:8]=[CH:9][C:2]([C:17]2([NH:19][S:20]([C:22]([CH3:25])([CH3:24])[CH3:23])=[O:21])[CH2:16][O:15][CH2:18]2)=[CH:3][CH:4]=1)#[N:7], predict the reactants needed to synthesize it. The reactants are: Br[C:2]1[CH:9]=[CH:8][C:5]([C:6]#[N:7])=[CH:4][CH:3]=1.C([Li])CCC.[O:15]1[CH2:18][C:17](=[N:19][S:20]([C:22]([CH3:25])([CH3:24])[CH3:23])=[O:21])[CH2:16]1.C([O-])(O)=O.[Na+].